This data is from Peptide-MHC class I binding affinity with 185,985 pairs from IEDB/IMGT. The task is: Regression. Given a peptide amino acid sequence and an MHC pseudo amino acid sequence, predict their binding affinity value. This is MHC class I binding data. (1) The binding affinity (normalized) is 0.0847. The MHC is HLA-A02:06 with pseudo-sequence HLA-A02:06. The peptide sequence is DWSGYSGSF. (2) The peptide sequence is RRRWRRLTV. The MHC is HLA-B27:05 with pseudo-sequence HLA-B27:05. The binding affinity (normalized) is 0.387.